Dataset: Forward reaction prediction with 1.9M reactions from USPTO patents (1976-2016). Task: Predict the product of the given reaction. (1) Given the reactants [N:1]1[C:8]([NH2:9])=[N:7][C:5]([NH2:6])=[N:4][C:2]=1[NH2:3].[NH:10]1[C:17](=[O:18])[NH:16][C:14](=[O:15])[NH:13][C:11]1=[O:12].N, predict the reaction product. The product is: [C:2]1([NH2:3])[N:4]=[C:5]([NH2:6])[N:7]=[C:8]([NH2:9])[N:1]=1.[C:11]1([NH:13][C:14](=[O:15])[NH:16][C:17](=[O:18])[NH:10]1)=[O:12]. (2) Given the reactants [Br:1][C:2]1[C:7](=[O:8])[C:6]([OH:9])=[CH:5][O:4][CH:3]=1.[OH-].[Na+].C=O.Cl.C[C:16]1([CH3:25])N([O])[C:20]([CH3:24])(C)[CH2:19][CH2:18][CH2:17]1.[C:26](=O)([O-:28])[OH:27].[Na+].[Na], predict the reaction product. The product is: [CH2:25]([O:9][C:6]1[C:7](=[O:8])[C:2]([Br:1])=[CH:3][O:4][C:5]=1[C:26]([OH:28])=[O:27])[C:16]1[CH:17]=[CH:18][CH:19]=[CH:20][CH:24]=1. (3) Given the reactants [C:1]([C:4]1[CH:9]=[CH:8][C:7](B(O)O)=[CH:6][CH:5]=1)([OH:3])=[O:2].Br[C:14]1[N:19]=[CH:18][CH:17]=[CH:16][N:15]=1.C(=O)([O-])[O-].[Na+].[Na+], predict the reaction product. The product is: [N:15]1[CH:16]=[CH:17][CH:18]=[N:19][C:14]=1[C:7]1[CH:8]=[CH:9][C:4]([C:1]([OH:3])=[O:2])=[CH:5][CH:6]=1. (4) Given the reactants [CH2:1]([O:8][C:9]([C@@H:11]1[CH2:16][CH2:15][N:14](C(OC(C)(C)C)=O)[CH2:13][C@H:12]1[C:24]([O:26][CH3:27])=[O:25])=[O:10])[C:2]1[CH:7]=[CH:6][CH:5]=[CH:4][CH:3]=1.C(O)(C(F)(F)F)=O, predict the reaction product. The product is: [CH2:1]([O:8][C:9]([C@@H:11]1[CH2:16][CH2:15][NH:14][CH2:13][C@H:12]1[C:24]([O:26][CH3:27])=[O:25])=[O:10])[C:2]1[CH:7]=[CH:6][CH:5]=[CH:4][CH:3]=1. (5) Given the reactants [CH3:1][NH:2][C:3]([C:8]1[CH:13]=[CH:12][CH:11]=[CH:10][CH:9]=1)([CH2:6][CH3:7])[CH2:4][OH:5].[Li]CCCC.[CH3:19][O:20][C:21]1[CH:22]=[C:23]([CH:27]=[C:28]([O:32][CH3:33])[C:29]=1[O:30][CH3:31])[C:24](Cl)=[O:25].C(O)(=O)C, predict the reaction product. The product is: [CH3:7][CH2:6][C:3]([NH:2][CH3:1])([C:8]1[CH:13]=[CH:12][CH:11]=[CH:10][CH:9]=1)[CH2:4][O:5][C:24]([C:23]1[CH:27]=[C:28]([O:32][CH3:33])[C:29]([O:30][CH3:31])=[C:21]([O:20][CH3:19])[CH:22]=1)=[O:25]. (6) Given the reactants [Cl:1][C:2]1[CH:7]=[CH:6][C:5]([OH:8])=[C:4]([O:9][CH2:10][CH:11]2[CH2:13][O:12]2)[CH:3]=1.[OH-].[Na+], predict the reaction product. The product is: [Cl:1][C:2]1[CH:7]=[CH:6][C:5]2[O:8][CH:11]([CH2:13][OH:12])[CH2:10][O:9][C:4]=2[CH:3]=1. (7) Given the reactants [CH3:1][C:2]([S@@:5]([NH2:7])=[O:6])([CH3:4])[CH3:3].[C:8]([C:11]1[C:12](=[O:21])[NH:13][C:14]2[C:19]([CH:20]=1)=[N:18][CH:17]=[CH:16][CH:15]=2)(=O)[CH3:9].[BH4-].[Na+].CO, predict the reaction product. The product is: [CH3:1][C:2]([S@@:5]([NH:7][C@H:8]([C:11]1[C:12](=[O:21])[NH:13][C:14]2[C:19]([CH:20]=1)=[N:18][CH:17]=[CH:16][CH:15]=2)[CH3:9])=[O:6])([CH3:4])[CH3:3]. (8) Given the reactants [CH2:1]([O:3][C:4]1[CH:9]=[CH:8][C:7]([C:10]2[CH:15]=[CH:14][C:13]([CH2:16][CH2:17][CH2:18][C:19]3[N:23]([C:24]4[CH:29]=[CH:28][CH:27]=[CH:26][C:25]=4[F:30])[C:22](=[O:31])[N:21]([C:32]4[CH:37]=[CH:36][C:35]([C:38]([F:41])([F:40])[F:39])=[CH:34][CH:33]=4)[N:20]=3)=[CH:12][CH:11]=2)=[CH:6][C:5]=1[CH2:42][C:43]([O:45]C)=[O:44])[CH3:2].[OH-].[Li+].O, predict the reaction product. The product is: [CH2:1]([O:3][C:4]1[CH:9]=[CH:8][C:7]([C:10]2[CH:11]=[CH:12][C:13]([CH2:16][CH2:17][CH2:18][C:19]3[N:23]([C:24]4[CH:29]=[CH:28][CH:27]=[CH:26][C:25]=4[F:30])[C:22](=[O:31])[N:21]([C:32]4[CH:33]=[CH:34][C:35]([C:38]([F:39])([F:41])[F:40])=[CH:36][CH:37]=4)[N:20]=3)=[CH:14][CH:15]=2)=[CH:6][C:5]=1[CH2:42][C:43]([OH:45])=[O:44])[CH3:2]. (9) Given the reactants [F:1][C:2]1[CH:9]=[C:8]([CH:10]([OH:17])[C:11]2[CH:12]=[N:13][CH:14]=[CH:15][CH:16]=2)[CH:7]=[CH:6][C:3]=1[C:4]#[N:5], predict the reaction product. The product is: [F:1][C:2]1[CH:9]=[C:8]([C:10]([C:11]2[CH:12]=[N:13][CH:14]=[CH:15][CH:16]=2)=[O:17])[CH:7]=[CH:6][C:3]=1[C:4]#[N:5]. (10) Given the reactants [OH:1][C:2]1([C:6]2[S:7][CH:8]=[CH:9][N:10]=2)[CH2:5][CH2:4][CH2:3]1.CCN(C(C)C)C(C)C.[CH3:20][Si:21]([CH3:28])([CH3:27])[CH2:22][CH2:23][O:24][CH2:25]Cl.[NH4+].[Cl-], predict the reaction product. The product is: [CH3:20][Si:21]([CH3:28])([CH3:27])[CH2:22][CH2:23][O:24][CH2:25][O:1][C:2]1([C:6]2[S:7][CH:8]=[CH:9][N:10]=2)[CH2:5][CH2:4][CH2:3]1.